This data is from Full USPTO retrosynthesis dataset with 1.9M reactions from patents (1976-2016). The task is: Predict the reactants needed to synthesize the given product. (1) Given the product [CH3:29][C:30]1[CH:31]=[CH:32][C:33]([S:36]([O:39][CH2:40][C@H:41]([C:43]2[CH:44]=[CH:45][C:46]([F:49])=[CH:47][CH:48]=2)[OH:42])(=[O:37])=[O:38])=[CH:34][CH:35]=1, predict the reactants needed to synthesize it. The reactants are: B1(C)OC(C2C=CC=CC=2)(C2C=CC=CC=2)[C@H]2N1CCC2.C1(C)C=CC=CC=1.[CH3:29][C:30]1[CH:35]=[CH:34][C:33]([S:36]([O:39][CH2:40][C:41]([C:43]2[CH:48]=[CH:47][C:46]([F:49])=[CH:45][CH:44]=2)=[O:42])(=[O:38])=[O:37])=[CH:32][CH:31]=1.O. (2) Given the product [I:21][C:6]1[S:5][C:4]([C:7](=[O:9])[CH3:8])=[CH:3][C:2]=1[CH3:1], predict the reactants needed to synthesize it. The reactants are: [CH3:1][C:2]1[CH:3]=[C:4]([C:7](=[O:9])[CH3:8])[S:5][CH:6]=1.FC(F)(F)C(OC1C(OC(=O)C(F)(F)F)=C([I:21])C=CC=1)=O.II. (3) Given the product [O:18]1[C:22]2[CH:23]=[CH:24][C:25]([C:2]3[CH:3]=[C:4]4[C:8](=[CH:9][CH:10]=3)[NH:7][C:6]3[C:11]([CH2:15][CH2:16][CH3:17])=[N:12][CH:13]=[CH:14][C:5]4=3)=[CH:26][C:21]=2[CH2:20][CH2:19]1, predict the reactants needed to synthesize it. The reactants are: Br[C:2]1[CH:3]=[C:4]2[C:8](=[CH:9][CH:10]=1)[NH:7][C:6]1[C:11]([CH2:15][CH2:16][CH3:17])=[N:12][CH:13]=[CH:14][C:5]2=1.[O:18]1[C:22]2[CH:23]=[CH:24][C:25](B(O)O)=[CH:26][C:21]=2[CH2:20][CH2:19]1.C(=O)([O-])[O-].[K+].[K+]. (4) Given the product [NH2:10][C:11]1[N:12]=[C:13]([O:6][CH:4]([CH3:5])[CH2:3][N:2]([CH3:7])[CH3:1])[C:14]([C:17]#[N:18])=[N:15][CH:16]=1, predict the reactants needed to synthesize it. The reactants are: [CH3:1][N:2]([CH3:7])[CH2:3][CH:4]([OH:6])[CH3:5].[H-].[Na+].[NH2:10][C:11]1[N:12]=[C:13](Cl)[C:14]([C:17]#[N:18])=[N:15][CH:16]=1. (5) The reactants are: FC(F)(F)S(O[C:7]1[C:12]([CH3:13])=[CH:11][C:10]([CH:14]=[O:15])=[CH:9][C:8]=1[CH3:16])(=O)=O.[Cl:19][C:20]1[CH:25]=[CH:24][C:23](B(O)O)=[CH:22][CH:21]=1.COC1C=CC=C(OC)C=1C1C=CC=CC=1P(C1CCCCC1)C1CCCCC1.C(=O)([O-])[O-].[Na+].[Na+]. Given the product [Cl:19][C:20]1[CH:25]=[CH:24][C:23]([C:7]2[C:12]([CH3:13])=[CH:11][C:10]([CH:14]=[O:15])=[CH:9][C:8]=2[CH3:16])=[CH:22][CH:21]=1, predict the reactants needed to synthesize it. (6) Given the product [Cl:46][C:29]1[C:30]([C:32]2[CH:33]=[N:34][CH:35]=[C:36]([NH:38][CH2:39][CH:40]3[CH2:45][CH2:44][O:43][CH2:42][CH2:41]3)[N:37]=2)=[CH:31][C:26]([NH:25][C:14]([C@H:10]2[CH2:11][CH2:12][CH2:13][N:8]([C:6]([O:5][C:1]([CH3:2])([CH3:3])[CH3:4])=[O:7])[CH2:9]2)=[O:16])=[N:27][CH:28]=1, predict the reactants needed to synthesize it. The reactants are: [C:1]([O:5][C:6]([N:8]1[CH2:13][CH2:12][CH2:11][C@H:10]([C:14]([OH:16])=O)[CH2:9]1)=[O:7])([CH3:4])([CH3:3])[CH3:2].ClC(N(C)C)=C(C)C.[NH2:25][C:26]1[CH:31]=[C:30]([C:32]2[N:37]=[C:36]([NH:38][CH2:39][CH:40]3[CH2:45][CH2:44][O:43][CH2:42][CH2:41]3)[CH:35]=[N:34][CH:33]=2)[C:29]([Cl:46])=[CH:28][N:27]=1.N1C=CC=CC=1. (7) Given the product [CH:34]([C:19]1[CH:18]=[C:17]([CH:33]=[CH:32][C:20]=1[O:21][Si:22]([CH:29]([CH3:31])[CH3:30])([CH:26]([CH3:28])[CH3:27])[CH:23]([CH3:25])[CH3:24])[CH2:16][N:10]1[C:11]2[C:7](=[C:6]([N+:3]([O-:5])=[O:4])[CH:14]=[CH:13][CH:12]=2)[CH:8]=[CH:9]1)([CH3:36])[CH3:35], predict the reactants needed to synthesize it. The reactants are: [H-].[Na+].[N+:3]([C:6]1[CH:14]=[CH:13][CH:12]=[C:11]2[C:7]=1[CH:8]=[CH:9][NH:10]2)([O-:5])=[O:4].Cl[CH2:16][C:17]1[CH:33]=[CH:32][C:20]([O:21][Si:22]([CH:29]([CH3:31])[CH3:30])([CH:26]([CH3:28])[CH3:27])[CH:23]([CH3:25])[CH3:24])=[C:19]([CH:34]([CH3:36])[CH3:35])[CH:18]=1.